From a dataset of Full USPTO retrosynthesis dataset with 1.9M reactions from patents (1976-2016). Predict the reactants needed to synthesize the given product. (1) Given the product [OH:43][C@H:10]([CH3:11])[C:9]([C:12]1[CH:21]=[CH:20][C:19]2[C:14](=[CH:15][CH:16]=[CH:17][CH:18]=2)[CH:13]=1)=[O:8], predict the reactants needed to synthesize it. The reactants are: C([Si]([O:8]/[C:9](/[C:12]1[CH:21]=[CH:20][C:19]2[C:14](=[CH:15][CH:16]=[CH:17][CH:18]=2)[CH:13]=1)=[CH:10]\[CH3:11])(C)C)(C)(C)C.CC[C@@H]1[C@@H]2C[C@H]([C@@H](OC3C4C(=CC=CC=4)C(O[C@@H](C4C=CN=C5C=4C=C(OC)C=C5)[C@@H]4N5C[C@H](CC)[C@@H](CC5)C4)=NN=3)C3C=CN=C4C=3C=C([O:43]C)C=C4)N(CC2)C1.CS(N)(=O)=O. (2) Given the product [CH2:27]([O:26][C:24]([C:10]1[CH:9]=[C:8]([C:5]2[CH:6]=[CH:7][C:2]([N:29]3[CH2:34][CH2:33][O:32][CH2:31][CH2:30]3)=[CH:3][CH:4]=2)[N:12]([C:13]2[CH:18]=[CH:17][CH:16]=[C:15]([S:19]([CH3:22])(=[O:21])=[O:20])[CH:14]=2)[C:11]=1[CH3:23])=[O:25])[CH3:28], predict the reactants needed to synthesize it. The reactants are: Br[C:2]1[CH:7]=[CH:6][C:5]([C:8]2[N:12]([C:13]3[CH:18]=[CH:17][CH:16]=[C:15]([S:19]([CH3:22])(=[O:21])=[O:20])[CH:14]=3)[C:11]([CH3:23])=[C:10]([C:24]([O:26][CH2:27][CH3:28])=[O:25])[CH:9]=2)=[CH:4][CH:3]=1.[NH:29]1[CH2:34][CH2:33][O:32][CH2:31][CH2:30]1.C1C=CC(P(C2C(C3C(P(C4C=CC=CC=4)C4C=CC=CC=4)=CC=C4C=3C=CC=C4)=C3C(C=CC=C3)=CC=2)C2C=CC=CC=2)=CC=1.CC(C)([O-])C.[Na+]. (3) The reactants are: [ClH:1].[Cl:2][C:3]1[CH:8]=[CH:7][C:6]([CH:9]([C:23]2[CH:28]=[CH:27][CH:26]=[CH:25][CH:24]=2)[N:10]2[CH2:15][CH2:14][N:13](C(OC(C)(C)C)=O)[CH2:12][CH2:11]2)=[CH:5][CH:4]=1. Given the product [ClH:2].[ClH:1].[Cl:2][C:3]1[CH:4]=[CH:5][C:6]([CH:9]([C:23]2[CH:24]=[CH:25][CH:26]=[CH:27][CH:28]=2)[N:10]2[CH2:11][CH2:12][NH:13][CH2:14][CH2:15]2)=[CH:7][CH:8]=1, predict the reactants needed to synthesize it. (4) The reactants are: [CH2:1]([O:3][C:4](=[O:36])[O:5][C:6]1[C:17]2[C:16](=[O:18])[N:15]([CH2:19][C:20]3[CH:25]=[CH:24][C:23]([F:26])=[CH:22][CH:21]=3)[C:14](=[O:27])[C:13]=2[C:12]([OH:28])=[C:11]2[C:7]=1[N:8]([CH2:29][C:30]1[CH:35]=[CH:34][CH:33]=[CH:32][CH:31]=1)[CH:9]=[N:10]2)[CH3:2].[C:37]1([C:43]([C:46]2[CH:51]=[CH:50][CH:49]=[CH:48][CH:47]=2)=[N+]=[N-])[CH:42]=[CH:41][CH:40]=[CH:39][CH:38]=1. Given the product [CH2:1]([O:3][C:4](=[O:36])[O:5][C:6]1[C:17]2[C:16](=[O:18])[N:15]([CH2:19][C:20]3[CH:21]=[CH:22][C:23]([F:26])=[CH:24][CH:25]=3)[C:14](=[O:27])[C:13]=2[C:12]([O:28][CH:43]([C:37]2[CH:42]=[CH:41][CH:40]=[CH:39][CH:38]=2)[C:46]2[CH:51]=[CH:50][CH:49]=[CH:48][CH:47]=2)=[C:11]2[C:7]=1[N:8]([CH2:29][C:30]1[CH:31]=[CH:32][CH:33]=[CH:34][CH:35]=1)[CH:9]=[N:10]2)[CH3:2], predict the reactants needed to synthesize it.